This data is from Reaction yield outcomes from USPTO patents with 853,638 reactions. The task is: Predict the reaction yield, written as a fraction of the theoretical maximum amount of product (1.0 means a 100% yield; for example, 0.34 means a 34% yield). (1) The reactants are C([NH:11][CH2:12][CH2:13][CH2:14][CH2:15][C:16]1[CH:21]=[CH:20][CH:19]=[CH:18][C:17]=1[O:22][CH2:23][C@H:24]([OH:27])[CH2:25][OH:26])(OCC1C=CC=CC=1)=O. The catalyst is CO.[Pd]. The product is [OH:27][C@H:24]([CH2:25][OH:26])[CH2:23][O:22][C:17]1[CH:18]=[CH:19][CH:20]=[CH:21][C:16]=1[CH2:15][CH2:14][CH2:13][CH2:12][NH2:11]. The yield is 0.920. (2) The reactants are B(O)(O)[C:2]1[CH:10]=[CH:9][CH:8]=[C:7]2[C:3]=1[CH:4]=[CH:5][NH:6]2.I[C:14]1[C:22]2[C:17](=[N:18][CH:19]=[N:20][C:21]=2[NH2:23])[N:16]([CH:24]([CH3:26])[CH3:25])[N:15]=1.C([O-])([O-])=O.[Na+].[Na+].[CH3:33][CH2:34]O. The catalyst is COCCOC.C1C=CC([P]([Pd]([P](C2C=CC=CC=2)(C2C=CC=CC=2)C2C=CC=CC=2)([P](C2C=CC=CC=2)(C2C=CC=CC=2)C2C=CC=CC=2)[P](C2C=CC=CC=2)(C2C=CC=CC=2)C2C=CC=CC=2)(C2C=CC=CC=2)C2C=CC=CC=2)=CC=1. The product is [CH:24]1([N:16]2[C:17]3=[N:18][CH:19]=[N:20][C:21]([NH2:23])=[C:22]3[C:14]([C:2]3[CH:10]=[CH:9][CH:8]=[C:7]4[C:3]=3[CH:4]=[CH:5][NH:6]4)=[N:15]2)[CH2:26][CH2:34][CH2:33][CH2:25]1. The yield is 0.950. (3) The catalyst is CCCCCC. The reactants are O.[OH-].[Li+].C[O:5][C:6](=[O:37])[CH2:7][C:8]1[C:17]([CH3:18])=[C:16]([C:19]2[CH:24]=[CH:23][C:22]([S:25](=[O:35])(=[O:34])[NH:26][C:27]3[CH:32]=[CH:31][CH:30]=[C:29]([Cl:33])[CH:28]=3)=[CH:21][CH:20]=2)[C:15]2[C:10](=[CH:11][CH:12]=[C:13]([Cl:36])[CH:14]=2)[CH:9]=1.C1COCC1.O. The yield is 0.850. The product is [Cl:36][C:13]1[CH:14]=[C:15]2[C:10](=[CH:11][CH:12]=1)[CH:9]=[C:8]([CH2:7][C:6]([OH:37])=[O:5])[C:17]([CH3:18])=[C:16]2[C:19]1[CH:20]=[CH:21][C:22]([S:25](=[O:34])(=[O:35])[NH:26][C:27]2[CH:32]=[CH:31][CH:30]=[C:29]([Cl:33])[CH:28]=2)=[CH:23][CH:24]=1. (4) The reactants are [CH2:1]([C@H:3]1[C@@H:7]([N:8]2[C:17]3[C:12](=[CH:13][N:14]=[C:15]4[N:20](S(C5C=CC(C)=CC=5)(=O)=O)[CH:19]=[CH:18][C:16]4=3)[CH2:11][CH2:10][CH2:9]2)[CH2:6][C@@H:5]([NH:31][S:32]([CH:35]2[CH2:37][CH2:36]2)(=[O:34])=[O:33])[CH2:4]1)[CH3:2].[OH-].[Na+].O.CCOC(C)=O. The catalyst is O1CCOCC1. The product is [CH2:1]([C@H:3]1[C@@H:7]([N:8]2[C:17]3[C:12](=[CH:13][N:14]=[C:15]4[NH:20][CH:19]=[CH:18][C:16]4=3)[CH2:11][CH2:10][CH2:9]2)[CH2:6][C@@H:5]([NH:31][S:32]([CH:35]2[CH2:36][CH2:37]2)(=[O:34])=[O:33])[CH2:4]1)[CH3:2]. The yield is 0.720. (5) The reactants are C1(P(=O)(C2C=CC=CC=2)C2C=CC=CC=2)C=CC=CC=1.FC(F)(F)S(OS(C(F)(F)F)(=O)=O)(=O)=O.[CH3:36][C:37]1[CH:45]=[CH:44][C:43]([NH:46][S:47]([C:50]2[S:51][CH:52]=[CH:53][CH:54]=2)(=[O:49])=[O:48])=[C:42]2[C:38]=1[CH:39]=[C:40]([C:55]([NH:57][CH2:58][CH2:59][S:60]C(C1C=CC=CC=1)(C1C=CC=CC=1)C1C=CC=CC=1)=O)[NH:41]2.C(=O)([O-])O.[Na+]. The catalyst is ClCCl. The product is [S:60]1[CH2:59][CH2:58][N:57]=[C:55]1[C:40]1[NH:41][C:42]2[C:38]([CH:39]=1)=[C:37]([CH3:36])[CH:45]=[CH:44][C:43]=2[NH:46][S:47]([C:50]1[S:51][CH:52]=[CH:53][CH:54]=1)(=[O:49])=[O:48]. The yield is 0.910. (6) The reactants are [CH2:1]([O:8][N:9]1[C:15](=[O:16])[N:14]2[CH2:17][C@H:10]1[CH2:11][CH2:12][C@H:13]2[C:18]([OH:20])=O)[C:2]1[CH:7]=[CH:6][CH:5]=[CH:4][CH:3]=1.[F:21][C:22]([F:29])([F:28])[CH2:23][C:24]([NH:26][NH2:27])=[O:25].ON1C2C=CC=CC=2N=N1.Cl.C(N=C=NCCCN(C)C)C. The catalyst is C(Cl)Cl.CN(C)C1C=CN=CC=1. The product is [CH2:1]([O:8][N:9]1[C:15](=[O:16])[N:14]2[CH2:17][C@@H:10]1[CH2:11][CH2:12][C@@H:13]2[C:18]([NH:27][NH:26][C:24](=[O:25])[CH2:23][C:22]([F:29])([F:28])[F:21])=[O:20])[C:2]1[CH:3]=[CH:4][CH:5]=[CH:6][CH:7]=1. The yield is 0.720. (7) The reactants are Br[C:2]1[CH:7]=[CH:6][C:5]([CH:8]([C:19]2[CH:24]=[CH:23][CH:22]=[CH:21][C:20]=2[CH3:25])[CH2:9][C:10]([C:12]2[CH:17]=[CH:16][N:15]=[C:14]([CH3:18])[CH:13]=2)=[O:11])=[CH:4][CH:3]=1.[CH3:26][O:27][C:28]([C:30]1[CH:35]=[CH:34][C:33](B(O)O)=[CH:32][CH:31]=1)=[O:29].C(=O)([O-])[O-].[Na+].[Na+].[NH4+].[Cl-]. The catalyst is O1CCOCC1.O. The product is [CH3:26][O:27][C:28]([C:30]1[CH:35]=[CH:34][C:33]([C:2]2[CH:3]=[CH:4][C:5]([CH:8]([C:19]3[CH:24]=[CH:23][CH:22]=[CH:21][C:20]=3[CH3:25])[CH2:9][C:10]([C:12]3[CH:17]=[CH:16][N:15]=[C:14]([CH3:18])[CH:13]=3)=[O:11])=[CH:6][CH:7]=2)=[CH:32][CH:31]=1)=[O:29]. The yield is 0.880. (8) The reactants are [CH:1]1([CH2:6][CH:7]([C:11]2[CH:16]=[CH:15][C:14]([S:17][C:18]([F:21])([F:20])[F:19])=[CH:13][CH:12]=2)[C:8]([OH:10])=[O:9])[CH2:5][CH2:4][CH2:3][CH2:2]1.[CH3:22]O. The catalyst is S(=O)(=O)(O)O. The product is [CH3:22][O:9][C:8](=[O:10])[CH:7]([C:11]1[CH:16]=[CH:15][C:14]([S:17][C:18]([F:21])([F:19])[F:20])=[CH:13][CH:12]=1)[CH2:6][CH:1]1[CH2:5][CH2:4][CH2:3][CH2:2]1. The yield is 0.990. (9) The reactants are C([N:8]1[CH2:13][CH2:12][N:11]([CH2:14][CH2:15][C:16]2[CH:21]=[CH:20][N:19]=[CH:18][C:17]=2[F:22])[CH2:10][CH2:9]1)(OC(C)(C)C)=O.[ClH:23]. The catalyst is CO.C1(OC)C=CC=CC=1.C(OCC)C. The product is [ClH:23].[ClH:23].[ClH:23].[F:22][C:17]1[CH:18]=[N:19][CH:20]=[CH:21][C:16]=1[CH2:15][CH2:14][N:11]1[CH2:12][CH2:13][NH:8][CH2:9][CH2:10]1. The yield is 0.840. (10) The reactants are COC(=O)[C@H]([O:11][C:12]1[C:13](=[O:46])[N:14]([C:39]2[N:40]=[N:41][C:42]([CH3:45])=[CH:43][CH:44]=2)[C@@H:15]([C:28]2[CH:33]=[CH:32][C:31]([O:34][C:35]([F:38])([F:37])[F:36])=[CH:30][CH:29]=2)[C:16]=1[C:17](=[O:27])[C:18]1[CH:23]=[CH:22][C:21]([CH:24]([CH3:26])[CH3:25])=[CH:20][CH:19]=1)C1C=CC=CC=1. The catalyst is CS(C)=O. The product is [OH:11][C:12]1[C:13](=[O:46])[N:14]([C:39]2[N:40]=[N:41][C:42]([CH3:45])=[CH:43][CH:44]=2)[C@@H:15]([C:28]2[CH:33]=[CH:32][C:31]([O:34][C:35]([F:37])([F:38])[F:36])=[CH:30][CH:29]=2)[C:16]=1[C:17](=[O:27])[C:18]1[CH:23]=[CH:22][C:21]([CH:24]([CH3:26])[CH3:25])=[CH:20][CH:19]=1. The yield is 0.230.